Dataset: Reaction yield outcomes from USPTO patents with 853,638 reactions. Task: Predict the reaction yield, written as a fraction of the theoretical maximum amount of product (1.0 means a 100% yield; for example, 0.34 means a 34% yield). (1) The reactants are [CH:1]([C:4]1[NH:9][C:8](=O)[C:7]([C:11]#[N:12])=[CH:6][CH:5]=1)([CH3:3])[CH3:2].[Br-:13].O=P12OP3(OP(OP(O3)(O1)=O)(=O)O2)=O.O. The catalyst is C1(C)C=CC=CC=1. The product is [Br:13][C:8]1[N:9]=[C:4]([CH:1]([CH3:3])[CH3:2])[CH:5]=[CH:6][C:7]=1[C:11]#[N:12]. The yield is 0.930. (2) The product is [C:11]([O:10][C:8]([N:7]1[C@@H:2]([CH3:1])[CH2:3][CH2:4][CH2:5][C@H:6]1[C:15]([OH:17])=[O:16])=[O:9])([CH3:12])([CH3:13])[CH3:14]. The catalyst is O1CCCC1. The reactants are [CH3:1][C@@H:2]1[N:7]([C:8]([O:10][C:11]([CH3:14])([CH3:13])[CH3:12])=[O:9])[C@H:6]([C:15]([O:17]C)=[O:16])[CH2:5][CH2:4][CH2:3]1.[Li+].[OH-].O.Cl. The yield is 0.780. (3) The reactants are FC(F)(F)S([O:6][S:7]([C:10]([F:13])([F:12])[F:11])(=[O:9])=[O:8])(=O)=O.[Cl:16][C:17]1[CH:36]=[CH:35][C:20]([O:21][C:22]2[C:31]3[C:26](=[CH:27][C:28](O)=[C:29]([O:32][CH3:33])[CH:30]=3)[N:25]=[CH:24][N:23]=2)=[C:19]([F:37])[CH:18]=1.N1C=CC=CC=1. The catalyst is C(Cl)Cl. The product is [Cl:16][C:17]1[CH:36]=[CH:35][C:20]([O:21][C:22]2[C:31]3[C:26](=[CH:27][C:28]([O:6][S:7]([C:10]([F:11])([F:12])[F:13])(=[O:8])=[O:9])=[C:29]([O:32][CH3:33])[CH:30]=3)[N:25]=[CH:24][N:23]=2)=[C:19]([F:37])[CH:18]=1. The yield is 0.880.